This data is from TCR-epitope binding with 47,182 pairs between 192 epitopes and 23,139 TCRs. The task is: Binary Classification. Given a T-cell receptor sequence (or CDR3 region) and an epitope sequence, predict whether binding occurs between them. (1) The epitope is LPAADLDDF. The TCR CDR3 sequence is CASSEASLNTEAFF. Result: 1 (the TCR binds to the epitope). (2) The epitope is RTLNAWVKV. The TCR CDR3 sequence is CASSLGRGSKKLFF. Result: 1 (the TCR binds to the epitope). (3) The epitope is FLASKIGRLV. The TCR CDR3 sequence is CATSDFLTGEAFF. Result: 0 (the TCR does not bind to the epitope). (4) The epitope is VVYRGTTTY. The TCR CDR3 sequence is CASSTQGVIWETQYF. Result: 0 (the TCR does not bind to the epitope). (5) The epitope is FLYALALLL. The TCR CDR3 sequence is CASSPGATEAFF. Result: 0 (the TCR does not bind to the epitope). (6) The epitope is TLVPQEHYV. The TCR CDR3 sequence is CASSLGLGTDTQYF. Result: 1 (the TCR binds to the epitope).